From a dataset of NCI-60 drug combinations with 297,098 pairs across 59 cell lines. Regression. Given two drug SMILES strings and cell line genomic features, predict the synergy score measuring deviation from expected non-interaction effect. (1) Drug 1: CCC1(CC2CC(C3=C(CCN(C2)C1)C4=CC=CC=C4N3)(C5=C(C=C6C(=C5)C78CCN9C7C(C=CC9)(C(C(C8N6C)(C(=O)OC)O)OC(=O)C)CC)OC)C(=O)OC)O.OS(=O)(=O)O. Drug 2: C1=CC=C(C=C1)NC(=O)CCCCCCC(=O)NO. Cell line: HT29. Synergy scores: CSS=10.1, Synergy_ZIP=-0.113, Synergy_Bliss=2.73, Synergy_Loewe=-4.40, Synergy_HSA=-2.61. (2) Drug 1: CC1C(C(=O)NC(C(=O)N2CCCC2C(=O)N(CC(=O)N(C(C(=O)O1)C(C)C)C)C)C(C)C)NC(=O)C3=C4C(=C(C=C3)C)OC5=C(C(=O)C(=C(C5=N4)C(=O)NC6C(OC(=O)C(N(C(=O)CN(C(=O)C7CCCN7C(=O)C(NC6=O)C(C)C)C)C)C(C)C)C)N)C. Drug 2: CCN(CC)CCCC(C)NC1=C2C=C(C=CC2=NC3=C1C=CC(=C3)Cl)OC. Cell line: SF-268. Synergy scores: CSS=18.0, Synergy_ZIP=-6.25, Synergy_Bliss=-5.18, Synergy_Loewe=-28.5, Synergy_HSA=-3.72. (3) Drug 1: CC1=C(C(CCC1)(C)C)C=CC(=CC=CC(=CC(=O)O)C)C. Drug 2: C1CC(C1)(C(=O)O)C(=O)O.[NH2-].[NH2-].[Pt+2]. Cell line: IGROV1. Synergy scores: CSS=27.9, Synergy_ZIP=-8.19, Synergy_Bliss=-1.79, Synergy_Loewe=-5.88, Synergy_HSA=-2.44.